Dataset: B-cell epitopes from IEDB database with 3,159 antigens for binding position prediction. Task: Token-level Classification. Given an antigen amino acid sequence, predict which amino acid positions are active epitope sites capable of antibody binding. Output is a list of indices for active positions. (1) Given the antigen sequence: MVLKTSNSNRAFGVGDDESKVAKLTVMVYNGEQQEAIKSAENATKVEDIKCSAGQRTLVVMANTGAMELVGKTLAEVKALTTELTAENQEAAGLIMTAEPKTIVLKAGKNYIGYSGTGEGNHIENDPHKIKRVHARMAFTEIKVQMSAAYDNIYTFVPEKIYGLIAKKQSNLFGATLVNADANYLTGSLTTFNGAYTPANYANVPWLSRNYVAPAADAPQGFYVLENDYSANGGTIHPTILCVYGKLQKNGADLAGADLAAAQAANWVDAEGKTYYPVLVNFNSNNYTYDSNYTPKNKIERNHKYDIKLTITGPGTNNPENPITESAHLNVQCTVAEWVLVGQNATW, which amino acid positions are active epitope sites? The epitope positions are: [90, 91, 92, 93, 94, 95, 96, 97, 98, 99, 100, 101, 102, 103, 104, 105, 106, 107, 108, 109... (21 total positions)]. The amino acids at these positions are: AAGLIMTAEPKTIVLKAGKNY. (2) Given the antigen sequence: MAEGFAANRQWIGPEEAEELLDFDIATQMSEEGPLNPGVNPFRVPGITEKEKQNYCNILQPKLQDLRNEIQEVKLEEGNAGKFRRARFLRYSDERVLSLVHAFIGYCIYLGNRNKLGSLRHDIDIEAPQEECYNNREKGTTDNIKYGRRCCLGTVTLYLILFTGVIVYSQTAGAQVVWRLPPLVVPVEESEIIFWDCWAPEEPACQDFLGAMIHLKAKTNISIREGPTLGNWAREIWATLFKKATRQCRRGRIWKRWNETITGPSGCANNTCYNVSVIVPDYQCYLDRVDTWLQGKINISLCLTGGKMLYNKVTKQLSYCTDPLQIPLINYTFGPNQTCMWNTSQIQDPEIPKCGWWNQMAYYNSCKWEEAKVKFHCQRTQSQPGSWFRAISSWKQRNRWEWRPDFKSKKVKISLPCNSTKNLTFAMRSSGDYGEVTGAWIEFGCHRNKSNLHTEARFRIRCRWNVGSDTSLIDTCGNTPNVSGANPVDCTMYSNKMYNC..., which amino acid positions are active epitope sites? The epitope positions are: [388, 389, 390, 391, 392, 393, 394, 395, 396, 397, 398, 399, 400, 401, 402, 403, 404]. The amino acids at these positions are: RAISSWKQRNRWEWRPD. (3) Given the antigen sequence: MASTTPITMEDLQKALEAQSRALRAELAAGASQSRRPRPPRQRDSSTSGDDSGRDSGGPRRRRGNRGRGQRRDWSRAPPPPEERQETRSQTPAPKPSRAPPQQPQPPRMQTGRGGSAPRPELGPPTNPFQAAVARGLRPPLHDPDTEAPTEACVTSWLWSEGEGAVFYRVDLHFTNLGTPPLDEDGRWDPALMYNPCGPEPPAHVVRAYNQPAGDVRGVWGKGERTYAEQDFRVGGTRWHRLLRMPVRGLDGDSAPLPPHTTERIETRSARHPWRIRFGAPQAFLAGLLLATVAVGTARAGLQPRADMAAPPTLPQPPCAHGQHYGHHHHQLPFLGHDGHHGGTLRVGQHYRNASDVLPGHWLQGGWGCYNLSDWHQGTHVCHTKHMDFWCVEHDRPPPATPTPLTTAANSTTAATPATAPAPCHAGLNDSCGGFLSGCGPMRLRHGADTRCGRLICGLSTTAQYPPTRFGCAMRWGLPPWELVVLTARPEDGWTCRGVP..., which amino acid positions are active epitope sites? The epitope positions are: [843, 844, 845, 846, 847, 848, 849, 850, 851, 852, 853, 854, 855, 856, 857, 858, 859, 860, 861, 862... (22 total positions)]. The amino acids at these positions are: DPLLRTAPGPGEVWVTPVIGSQ. (4) Given the antigen sequence: MWRVCARRAQNAAPRAGFGARWTAFREEPGAPCVTPQAGSALARCSSKTPGYGRVRALCGWSPVSRATPRNRVLLQLWGSPSRRWYSLPPHQKVPLPSLSPTMQAGTIARWEKKEGEKINEGELIAEVETDKATVGFESVEECYMAKILVAEGTRDVPVGAIICITVDKPEDVEAFKNYTLDSSAAPAPPAAPAPTPAAPAPSPTPSAQAPGSSYPTHMQVLLPALSPTMTMGTVQRWEKKVGEKLNEGDLLAEIETDKATIGFEVQEEGYLAKILIPEGTRDVPLGTPLCIIVEKEADIPAFADYRPAEVTDLKPPAPPPIPSPVAPVPPAPQPVAPPPSAPRPAAPAGPKGRVFVSPLAKKLAAEKGIDLTQVKGTGPDGRIIKKDIDSFVPTKAAPTPAAAVPPPSPGVAPVPTGVFTDIPISNIRRVIAQRLMQSKQTIPHYYLSIDVNMGEVLLVRKELNKMLEGKSKISVNDFIIKASALACLKVPEANSSWMD..., which amino acid positions are active epitope sites? The epitope positions are: [127, 128, 129, 130, 131, 132, 133, 134, 135, 136]. The amino acids at these positions are: VETDKATVGF. (5) Given the antigen sequence: MGNVFFLLLFSLTHFPLAQQSRCTLTIGISSYHSSPCSPTQPVCTWNLDLNSLTTDQRLHPPCPNLITYSGFHKTYSLYLFPHWIKKPNRQGLGYYSPSYNDPCSLQCPYLGCQAWTSAYTGPVSSPSWKFHSDVNFTQEVSQVSLRLHFSKCGSSMTLLVDAPGYDPLWFITSEPTQPPPTSPPLVHDSDLEHVLTPSTSWTTKILKFIQLTLQSTNYSCMVCVDRSSLSSWHVLYTPNISIPQQTSSRTILFPSLALPAPPSQPFPWTHCYQPRLQAITTDNCNNSIILPPFSLAPVPPPATRRRRAVPIAVWLVSALAAGTGIAGGVTGSLSLASSKSLLLEVDKDISHLTQAIVKNHQNILRVAQYAAQNRRGLDLLFWEQGGLCKAIQEQCCFLNISNTHVSVLQERPPLEKRVITGWGLNWDLGLSQWAREALQTGITILALLLLVILFGPCILRQIQALPQRLQNRHNQYSLINPETML, which amino acid positions are active epitope sites? The epitope positions are: [192, 193, 194, 195, 196, 197, 198, 199, 200, 201, 202, 203, 204, 205, 206, 207, 208, 209, 210, 211]. The amino acids at these positions are: EHVLTPSTSWTTKILKFIQL.